This data is from Drug-target binding data from BindingDB using Ki measurements. The task is: Regression. Given a target protein amino acid sequence and a drug SMILES string, predict the binding affinity score between them. We predict pKi (pKi = -log10(Ki in M); higher means stronger inhibition). Dataset: bindingdb_ki. (1) The small molecule is CC(C)[C@H](NC(=O)[C@H](CCCN=C(N)N)NC(=O)Cc1ccccc1)C(=O)N[C@@H](CCCN=C(N)N)C(=O)NCCCCN=C(N)N. The target protein (Q16549) has sequence MPKGRQKVPHLDAPLGLPTCLWLELAGLFLLVPWVMGLAGTGGPDGQGTGGPSWAVHLESLEGDGEEETLEQQADALAQAAGLVNAGRIGELQGHYLFVQPAGHRPALEVEAIRQQVEAVLAGHEAVRWHSEQRLLRRAKRSVHFNDPKYPQQWHLNNRRSPGRDINVTGVWERNVTGRGVTVVVVDDGVEHTIQDIAPNYSPEGSYDLNSNDPDPMPHPDVENGNHHGTRCAGEIAAVPNNSFCAVGVAYGSRIAGIRVLDGPLTDSMEAVAFNKHYQINDIYSCSWGPDDDGKTVDGPHQLGKAALQHGVIAGRQGFGSIFVVASGNGGQHNDNCNYDGYANSIYTVTIGAVDEEGRMPFYAEECASMLAVTFSGGDKMLRSIVTTDWDLQKGTGCTEGHTGTSAAAPLAAGMIALMLQVRPCLTWRDVQHIIVFTATRYEDRRAEWVTNEAGFSHSHQHGFGLLNAWRLVNAAKIWTSVPYLASYVSPVLKENKAIP.... The pKi is 5.0. (2) The small molecule is COc1ccc2c3c1O[C@H]1C(=O)CCC4(NC(=O)/C=C\c5ccc(Cl)cc5)C(C2)N(CC2CC2)CCC314. The target protein (Q2KIP6) has sequence MEPPVQIFRGEPGPTCSPSTCLPPNGSGWFPGWAEPDGNGSAGSEDVLLEPAHISPVILVIITAVYSVVFVVGLVGNSLVMFVIIRYTKMKTATNIYIFNLALADALVTTTMPFQSTVYLMNSWPFGDVLCKVVISIDYYNMFTSIFTLTMMSVDRYIAVCHPVKALDFRTPLKAKIINICIWILSSSVGISAIVLGGTKVREDMEVIECSLQFPDDDYSWWDLFMKVCVFVFAFVIPVLIIIVCYTLMILRLKSVRLLSGSREKDRNLRRITRLVLVVVAVFVVCWTPIHIFILVEALGSTAHSTAALSSYYFCIALGYTNSSLNPILYAFLDENFKRCFRDFCFPIKMRMERQSTSRVRNTVQDPAYVREVDGVNKPV. The pKi is 7.8. (3) The compound is CC1CN(S(=O)(=O)c2cccc3cnccc23)CCN1. The target protein (Q62868) has sequence MSRPPPTGKMPGAPEAAAGDGAGAGRQRKLEALIRDPRSPINVESLLDGLNSLVLDLDFPALRKNKNIDNFLNRYEKIVKKIRGLQMKAEDYDVVKVIGRGAFGEVQLVRHKASQKVYAMKLLSKFEMIKRSDSAFFWEERDIMAFANSPWVVQLFCAFQDDRYLYMVMEYMPGGDLVNLMSNYDVPEKWAKFYTAEVVLALDAIHSMGLIHRDVKPDNMLLDKHGHLKLADFGTCMKMDETGMVHCDTAVGTPDYISPEVLKSQGGDGYYGRECDWWSVGVFLFEMLVGDTPFYADSLVGTYSKIMDHKNSLCFPEDTEISKHAKNLICAFLTDREVRLGRNGVEEIKSASFFKNDQWNWDNIRETAAPVVPELSSDIDSSNFDDIEDDKGDVETFPIPKAFVGNQLPFIGFTYFRENLLLSDSPPCRENDAIQTRKSEESQEIQKKLYALEEHLSSEVQAKEELEQKCKSINTRLEKTAKELEEEITFRKNVESTLRQ.... The pKi is 6.3. (4) The compound is CC1=C(CC(=O)NCCOc2ccc3ccc(=O)oc3c2)c2cc(F)ccc2/C1=C\c1ccc([S+](C)[O-])cc1. The target protein (P43166) has sequence MTGHHGWGYGQDDGPSHWHKLYPIAQGDRQSPINIISSQAVYSPSLQPLELSYEACMSLSITNNGHSVQVDFNDSDDRTVVTGGPLEGPYRLKQFHFHWGKKHDVGSEHTVDGKSFPSELHLVHWNAKKYSTFGEAASAPDGLAVVGVFLETGDEHPSMNRLTDALYMVRFKGTKAQFSCFNPKCLLPASRHYWTYPGSLTTPPLSESVTWIVLREPICISERQMGKFRSLLFTSEDDERIHMVNNFRPPQPLKGRVVKASFRA. The pKi is 7.0.